This data is from Merck oncology drug combination screen with 23,052 pairs across 39 cell lines. The task is: Regression. Given two drug SMILES strings and cell line genomic features, predict the synergy score measuring deviation from expected non-interaction effect. (1) Drug 1: CC1(c2nc3c(C(N)=O)cccc3[nH]2)CCCN1. Drug 2: COC1=C2CC(C)CC(OC)C(O)C(C)C=C(C)C(OC(N)=O)C(OC)C=CC=C(C)C(=O)NC(=CC1=O)C2=O. Cell line: KPL1. Synergy scores: synergy=15.3. (2) Drug 1: COC1CC2CCC(C)C(O)(O2)C(=O)C(=O)N2CCCCC2C(=O)OC(C(C)CC2CCC(OP(C)(C)=O)C(OC)C2)CC(=O)C(C)C=C(C)C(O)C(OC)C(=O)C(C)CC(C)C=CC=CC=C1C. Drug 2: CCC1(O)C(=O)OCc2c1cc1n(c2=O)Cc2cc3c(CN(C)C)c(O)ccc3nc2-1. Cell line: DLD1. Synergy scores: synergy=18.9.